From a dataset of Peptide-MHC class I binding affinity with 185,985 pairs from IEDB/IMGT. Regression. Given a peptide amino acid sequence and an MHC pseudo amino acid sequence, predict their binding affinity value. This is MHC class I binding data. (1) The peptide sequence is VPADHRLAF. The MHC is HLA-B35:01 with pseudo-sequence HLA-B35:01. The binding affinity (normalized) is 0.898. (2) The peptide sequence is SQLVSTAWA. The MHC is HLA-A02:01 with pseudo-sequence HLA-A02:01. The binding affinity (normalized) is 0.0847. (3) The peptide sequence is RKCCRAKFKQLLQH. The MHC is HLA-A24:02 with pseudo-sequence HLA-A24:02. The binding affinity (normalized) is 0. (4) The peptide sequence is IATESIVIW. The MHC is HLA-B57:03 with pseudo-sequence YYAMYGENMASTYENIAYIVYNYYTWAVLAYLWY. The binding affinity (normalized) is 1.00. (5) The peptide sequence is NVHRSQFAQ. The MHC is HLA-B27:05 with pseudo-sequence HLA-B27:05. The binding affinity (normalized) is 0.0847. (6) The peptide sequence is AYFLEAQEM. The MHC is HLA-C14:02 with pseudo-sequence HLA-C14:02. The binding affinity (normalized) is 1.00.